From a dataset of Catalyst prediction with 721,799 reactions and 888 catalyst types from USPTO. Predict which catalyst facilitates the given reaction. (1) Reactant: [Br:1][C:2]1[CH:3]=[CH:4][C:5]([C:8](Cl)=[N:9][OH:10])=[N:6][CH:7]=1.[C:12]([O:17][CH2:18][CH:19]=[CH2:20])(=[O:16])[CH2:13][CH2:14][CH3:15].C(N(CC)CC)C. Product: [C:12]([O:17][CH2:18][CH:19]1[O:10][N:9]=[C:8]([C:5]2[CH:4]=[CH:3][C:2]([Br:1])=[CH:7][N:6]=2)[CH2:20]1)(=[O:16])[CH2:13][CH2:14][CH3:15]. The catalyst class is: 25. (2) Reactant: [CH3:1][O:2][C:3]1[CH:4]=[C:5]2[C:10](=[CH:11][C:12]=1[O:13][CH3:14])[NH:9][C:8](=[O:15])[CH:7]=[N:6]2.[H-].[Na+].FC1C=C2C(C=CC(=O)N2CCN2CCC(NCC3C=CC4OCC(=O)NC=4N=3)CC2)=CC=1.COC1C=C2C(C=CC(=O)N2[CH2:63][CH2:64][N:65]2[CH2:70][CH2:69][CH:68]([NH:71][C:72](=[O:78])[O:73][C:74]([CH3:77])([CH3:76])[CH3:75])[CH2:67][CH2:66]2)=CC=1. Product: [CH3:1][O:2][C:3]1[CH:4]=[C:5]2[C:10](=[CH:11][C:12]=1[O:13][CH3:14])[N:9]([CH2:63][CH2:64][N:65]1[CH2:70][CH2:69][CH:68]([NH:71][C:72](=[O:78])[O:73][C:74]([CH3:77])([CH3:76])[CH3:75])[CH2:67][CH2:66]1)[C:8](=[O:15])[CH:7]=[N:6]2. The catalyst class is: 21. (3) The catalyst class is: 1. Product: [CH3:15][NH:14][C@@H:3]1[C:4]2([CH2:5][CH2:6][CH2:7]2)[C@@H:8]2[C:11]([CH3:13])([CH3:12])[C@@:2]1([CH3:1])[CH2:10][CH2:9]2. Reactant: [CH3:1][C:2]12[C:11]([CH3:13])([CH3:12])[CH:8]([CH2:9][CH2:10]1)[C:4]1([CH2:7][CH2:6][CH2:5]1)[CH:3]2[NH:14][CH:15]=O.[H-].[Al+3].[Li+].[H-].[H-].[H-].